From a dataset of Full USPTO retrosynthesis dataset with 1.9M reactions from patents (1976-2016). Predict the reactants needed to synthesize the given product. (1) The reactants are: Br[C:2]1[CH:11]=[CH:10][C:9]2[C:4](=[CH:5][CH:6]=[C:7]([F:12])[CH:8]=2)[C:3]=1[CH:13]=[O:14].[CH3:15][Sn](C)(C)C. Given the product [CH3:15][C:2]1[CH:11]=[CH:10][C:9]2[C:4](=[CH:5][CH:6]=[C:7]([F:12])[CH:8]=2)[C:3]=1[CH:13]=[O:14], predict the reactants needed to synthesize it. (2) Given the product [NH2:11][CH:12]([CH2:32][N:33]([CH2:47][CH2:48][NH2:49])[CH2:34][CH2:35][NH2:36])[CH2:13][C:14]1[CH:31]=[CH:30][C:17]([O:18][CH2:19][C:20]([OH:22])=[O:21])=[CH:16][CH:15]=1, predict the reactants needed to synthesize it. The reactants are: C(OC([NH:11][CH:12]([CH2:32][N:33]([CH2:47][CH2:48][NH:49]C(OCC1C=CC=CC=1)=O)[CH2:34][CH2:35][NH:36]C(OCC1C=CC=CC=1)=O)[CH2:13][C:14]1[CH:31]=[CH:30][C:17]([O:18][CH2:19][C:20]([O:22]CC2C=CC=CC=2)=[O:21])=[CH:16][CH:15]=1)=O)C1C=CC=CC=1.O. (3) Given the product [CH2:28]([N:25]1[CH2:26][CH2:27][CH:22]([C:20](=[O:21])[C:2]2[CH:7]=[CH:6][C:5]([O:8][C:9]([F:12])([F:11])[F:10])=[CH:4][CH:3]=2)[CH2:23][CH2:24]1)[C:29]1[CH:34]=[CH:33][CH:32]=[CH:31][CH:30]=1, predict the reactants needed to synthesize it. The reactants are: Br[C:2]1[CH:7]=[CH:6][C:5]([O:8][C:9]([F:12])([F:11])[F:10])=[CH:4][CH:3]=1.C([Li])CCC.CN(OC)[C:20]([CH:22]1[CH2:27][CH2:26][N:25]([CH2:28][C:29]2[CH:34]=[CH:33][CH:32]=[CH:31][CH:30]=2)[CH2:24][CH2:23]1)=[O:21].[Cl-].[NH4+].